Dataset: Reaction yield outcomes from USPTO patents with 853,638 reactions. Task: Predict the reaction yield, written as a fraction of the theoretical maximum amount of product (1.0 means a 100% yield; for example, 0.34 means a 34% yield). (1) The reactants are [CH3:1][C:2]1[O:3][CH:4]=[C:5]([C:7]([F:10])([F:9])[F:8])[CH:6]=1.[Br:11]N1C(=O)CCC1=O. The catalyst is C(Cl)(Cl)(Cl)Cl.N(C(C)(C)C#N)=NC(C)(C)C#N. The product is [Br:11][CH2:1][C:2]1[O:3][CH:4]=[C:5]([C:7]([F:10])([F:9])[F:8])[CH:6]=1. The yield is 0.980. (2) The reactants are FC(F)(F)C1C=CC=CC=1.C([O-])(=O)C.[Li+].FC(F)(F)S(O[C:22]1[CH:31]=[CH:30][C:29]2[C:24](=[CH:25][CH:26]=[C:27]([O:32][CH3:33])[CH:28]=2)[CH:23]=1)(=O)=O.C([O:40]/[C:41](/[O:44][Si](C)(C)C)=[CH:42]\[CH3:43])(C)(C)C. The catalyst is CCCCCCCCCCCC. The product is [CH3:43][C@H:42]([C:41]([OH:44])=[O:40])[C:22]1[CH:31]=[CH:30][C:29]2[CH:28]=[C:27]([O:32][CH3:33])[CH:26]=[CH:25][C:24]=2[CH:23]=1. The yield is 0.930.